From a dataset of Forward reaction prediction with 1.9M reactions from USPTO patents (1976-2016). Predict the product of the given reaction. (1) The product is: [CH3:18][O:17][C:9]1[CH:10]=[C:11]([N+:14]([O-:16])=[O:15])[CH:12]=[CH:13][C:8]=1[N:5]1[CH:6]=[C:2]([CH3:1])[N:3]=[CH:4]1. Given the reactants [CH3:1][C:2]1[N:3]=[CH:4][NH:5][CH:6]=1.F[C:8]1[CH:13]=[CH:12][C:11]([N+:14]([O-:16])=[O:15])=[CH:10][C:9]=1[O:17][CH3:18].C(=O)([O-])[O-].[K+].[K+].C(OCC)(=O)C, predict the reaction product. (2) Given the reactants [Cl-].[CH3:2][O:3][CH2:4][P+](C1C=CC=CC=1)(C1C=CC=CC=1)C1C=CC=CC=1.C[Si]([N-][Si](C)(C)C)(C)C.[K+].C1(C)C=CC=CC=1.[CH:41]([C:43]1[CH:57]=[CH:56][C:46]([O:47][C:48]2[CH:55]=[CH:54][C:51]([C:52]#[N:53])=[CH:50][N:49]=2)=[C:45]([CH3:58])[CH:44]=1)=O, predict the reaction product. The product is: [CH3:2][O:3][CH:4]=[CH:41][C:43]1[CH:57]=[CH:56][C:46]([O:47][C:48]2[CH:55]=[CH:54][C:51]([C:52]#[N:53])=[CH:50][N:49]=2)=[C:45]([CH3:58])[CH:44]=1. (3) Given the reactants [CH3:1][C:2]1[CH:7]=[CH:6][N:5]=[CH:4][C:3]=1[OH:8].FC(F)(F)S(O[C:15]1[C:24]2[C:23](=[O:25])[N:22]([CH2:26][C:27]3[CH:32]=[CH:31][C:30]([O:33][CH3:34])=[CH:29][CH:28]=3)[C:21](=[O:35])[N:20]([C:36]3[CH:41]=[CH:40][C:39]([I:42])=[CH:38][C:37]=3[F:43])[C:19]=2[N:18]([CH3:44])[C:17](=[O:45])[CH:16]=1)(=O)=O.[H-].[Na+], predict the reaction product. The product is: [CH3:1][C:2]1[CH:7]=[CH:6][N:5]=[CH:4][C:3]=1[O:8][C:15]1[C:24]2[C:23](=[O:25])[N:22]([CH2:26][C:27]3[CH:28]=[CH:29][C:30]([O:33][CH3:34])=[CH:31][CH:32]=3)[C:21](=[O:35])[N:20]([C:36]3[CH:41]=[CH:40][C:39]([I:42])=[CH:38][C:37]=3[F:43])[C:19]=2[N:18]([CH3:44])[C:17](=[O:45])[CH:16]=1.